Dataset: Reaction yield outcomes from USPTO patents with 853,638 reactions. Task: Predict the reaction yield, written as a fraction of the theoretical maximum amount of product (1.0 means a 100% yield; for example, 0.34 means a 34% yield). (1) The reactants are [NH:1]1[CH2:6][CH2:5][NH:4][CH2:3][C:2]1=[O:7].C(=O)([O-])[O-].[Na+].[Na+].Cl[C:15]([O:17][CH2:18][C:19]1[CH:24]=[CH:23][CH:22]=[CH:21][CH:20]=1)=[O:16]. The catalyst is CCOC(C)=O.O. The product is [CH2:18]([O:17][C:15]([N:4]1[CH2:5][CH2:6][NH:1][C:2](=[O:7])[CH2:3]1)=[O:16])[C:19]1[CH:24]=[CH:23][CH:22]=[CH:21][CH:20]=1. The yield is 0.850. (2) The reactants are [Br-].C1([C:8]([PH3+])([C:15]2[CH:20]=[CH:19][CH:18]=[CH:17][CH:16]=2)C2C=CC=CC=2)C=CC=CC=1.CC(C)([O-])C.[K+].O=C1CCC([NH:35][C:36](=[O:42])[O:37][C:38]([CH3:41])([CH3:40])[CH3:39])CC1.O. The catalyst is O1CCCC1. The product is [CH2:8]=[C:15]1[CH2:16][CH2:17][CH:18]([NH:35][C:36](=[O:42])[O:37][C:38]([CH3:41])([CH3:40])[CH3:39])[CH2:19][CH2:20]1. The yield is 0.923. (3) The reactants are [Cl:1][C:2]1[CH:3]=[C:4]2[C:9](=[C:10]([Cl:31])[C:11]=1[O:12][C:13]1[CH:18]=[CH:17][C:16]([C:19](=[O:30])[NH:20][CH2:21][CH2:22][C:23]3[CH:28]=[CH:27][C:26]([Cl:29])=[CH:25][CH:24]=3)=[CH:15][CH:14]=1)[O:8][CH2:7][CH2:6][CH:5]2[C:32]([OH:34])=[O:33].C[O-].[Na+:37].CO. The catalyst is C1COCC1. The product is [Cl:1][C:2]1[CH:3]=[C:4]2[C:9](=[C:10]([Cl:31])[C:11]=1[O:12][C:13]1[CH:18]=[CH:17][C:16]([C:19](=[O:30])[NH:20][CH2:21][CH2:22][C:23]3[CH:28]=[CH:27][C:26]([Cl:29])=[CH:25][CH:24]=3)=[CH:15][CH:14]=1)[O:8][CH2:7][CH2:6][CH:5]2[C:32]([O-:34])=[O:33].[Na+:37]. The yield is 0.990. (4) The reactants are [NH2:1][C:2]1[CH:7]=[CH:6][C:5]([C:8]2[CH2:9][C@@H:10]3[N:16]([CH:17]=2)[C:15](=[O:18])[C:14]2[CH:19]=[C:20]([O:63][CH3:64])[C:21]([O:23][CH2:24][CH2:25][CH2:26][O:27][C:28]4[C:60]([O:61][CH3:62])=[CH:59][C:31]5[C:32](=[O:58])[N:33]6[CH:48]=[C:47]([C:49]7[CH:57]=[CH:56][C:52]8[O:53][CH2:54][O:55][C:51]=8[CH:50]=7)[CH2:46][C@H:34]6[C:35](=O)[N:36](COCC[Si](C)(C)C)[C:30]=5[CH:29]=4)=[CH:22][C:13]=2[N:12](COCC[Si](C)(C)C)[C:11]3=O)=[CH:4][CH:3]=1.[Li+].[B-](CC)(CC)CC.O. The catalyst is C1COCC1. The product is [NH2:1][C:2]1[CH:3]=[CH:4][C:5]([C:8]2[CH2:9][C@@H:10]3[N:16]([CH:17]=2)[C:15](=[O:18])[C:14]2[CH:19]=[C:20]([O:63][CH3:64])[C:21]([O:23][CH2:24][CH2:25][CH2:26][O:27][C:28]4[C:60]([O:61][CH3:62])=[CH:59][C:31]5[C:32](=[O:58])[N:33]6[CH:48]=[C:47]([C:49]7[CH:57]=[CH:56][C:52]8[O:53][CH2:54][O:55][C:51]=8[CH:50]=7)[CH2:46][C@H:34]6[CH:35]=[N:36][C:30]=5[CH:29]=4)=[CH:22][C:13]=2[N:12]=[CH:11]3)=[CH:6][CH:7]=1. The yield is 0.530. (5) The reactants are C1(P(C2C=CC=CC=2)C2C=CC=CC=2)C=CC=CC=1.[CH3:20][O:21][C:22](=[O:35])[C@H:23]([CH2:32][CH2:33]O)[NH:24][C:25]([O:27][C:28]([CH3:31])([CH3:30])[CH3:29])=[O:26].C(Br)(Br)(Br)[Br:37]. The catalyst is C(Cl)Cl. The product is [CH3:20][O:21][C:22](=[O:35])[CH:23]([NH:24][C:25]([O:27][C:28]([CH3:31])([CH3:30])[CH3:29])=[O:26])[CH2:32][CH2:33][Br:37]. The yield is 0.200. (6) The reactants are N1([CH2:10][NH:11][C:12]2[CH:17]=[CH:16][C:15]([O:18][CH2:19][C:20]3[CH:25]=[CH:24][CH:23]=[CH:22][CH:21]=3)=[CH:14][C:13]=2[F:26])C2C=CC=CC=2N=N1.[BH4-].[Na+].O.C(OCC)(=O)C.O1CCCC1. The catalyst is CN(C)C=O.CO.C(O)C. The product is [CH3:10][NH:11][C:12]1[CH:17]=[CH:16][C:15]([O:18][CH2:19][C:20]2[CH:21]=[CH:22][CH:23]=[CH:24][CH:25]=2)=[CH:14][C:13]=1[F:26]. The yield is 0.649. (7) The product is [Br:1][C:2]1[CH:3]=[C:4]([CH:20]=[CH:21][CH:22]=1)[CH2:5][N:6]1[C:14]2[C:13](=[O:15])[N:12]([CH3:16])[C:11](=[O:17])[N:10]([CH3:18])[C:9]=2[N:8]=[C:7]1[O:37][C:33]1[CH:34]=[CH:35][CH:36]=[C:31]([C:30]([F:29])([F:38])[F:39])[CH:32]=1. The reactants are [Br:1][C:2]1[CH:3]=[C:4]([CH:20]=[CH:21][CH:22]=1)[CH2:5][N:6]1[C:14]2[C:13](=[O:15])[N:12]([CH3:16])[C:11](=[O:17])[N:10]([CH3:18])[C:9]=2[N:8]=[C:7]1Cl.C(=O)([O-])[O-].[K+].[K+].[F:29][C:30]([F:39])([F:38])[C:31]1[CH:32]=[C:33]([OH:37])[CH:34]=[CH:35][CH:36]=1. The catalyst is CN(C=O)C.O. The yield is 0.390.